Dataset: Full USPTO retrosynthesis dataset with 1.9M reactions from patents (1976-2016). Task: Predict the reactants needed to synthesize the given product. (1) Given the product [F:29][C:2]([F:1])([F:28])[CH2:3][CH2:4][O:5][C:6]([N:8]1[CH2:13][CH2:12][N:11]([C:14](=[O:27])[CH2:15][NH2:16])[CH2:10][CH2:9]1)=[O:7], predict the reactants needed to synthesize it. The reactants are: [F:1][C:2]([F:29])([F:28])[CH2:3][CH2:4][O:5][C:6]([N:8]1[CH2:13][CH2:12][N:11]([C:14](=[O:27])[CH2:15][NH:16]C(OCC2C=CC=CC=2)=O)[CH2:10][CH2:9]1)=[O:7]. (2) Given the product [Cl:36][C:35]1[CH:34]=[C:33]2[C:29]([CH:30]=[C:31]([C:37](=[O:38])[NH:4][CH:3]([C:5]3[CH:10]=[CH:9][CH:8]=[C:7]([C:11]([F:14])([F:13])[F:12])[CH:6]=3)[C:2]([F:17])([F:16])[F:1])[NH:32]2)=[CH:28][C:27]=1[CH2:26][NH:25][C:23](=[O:24])[O:22][C:18]([CH3:20])([CH3:19])[CH3:21], predict the reactants needed to synthesize it. The reactants are: [F:1][C:2]([F:17])([F:16])[CH:3]([C:5]1[CH2:6][C:7](F)([C:11]([F:14])([F:13])[F:12])[CH:8]=[CH:9][CH:10]=1)[NH2:4].[C:18]([O:22][C:23]([NH:25][CH2:26][C:27]1[CH:28]=[C:29]2[C:33](=[CH:34][C:35]=1[Cl:36])[NH:32][C:31]([C:37](O)=[O:38])=[CH:30]2)=[O:24])([CH3:21])([CH3:20])[CH3:19].F[P-](F)(F)(F)(F)F.N1(OC(N(C)C)=[N+](C)C)C2C=CC=CC=2N=N1.CN1CCOCC1. (3) Given the product [NH:17]1[CH2:16][CH2:15][CH:14]([O:13][C:10]2[CH:11]=[C:12]3[C:7](=[CH:8][C:9]=2[O:27][CH3:28])[N:6]=[CH:5][N:4]=[C:3]3[NH:33][C:32]2[CH:34]=[CH:35][CH:36]=[C:30]([Cl:29])[C:31]=2[F:37])[CH2:19][CH2:18]1, predict the reactants needed to synthesize it. The reactants are: Cl.Cl[C:3]1[C:12]2[C:7](=[CH:8][C:9]([O:27][CH3:28])=[C:10]([O:13][CH:14]3[CH2:19][CH2:18][N:17](C(OC(C)(C)C)=O)[CH2:16][CH2:15]3)[CH:11]=2)[N:6]=[CH:5][N:4]=1.[Cl:29][C:30]1[C:31]([F:37])=[C:32]([CH:34]=[CH:35][CH:36]=1)[NH2:33]. (4) Given the product [Cl:23][C:15]1[CH:14]=[C:13]([C:11]2[O:10][N:9]=[C:8]([C:4]3[C:3]([CH2:24][CH3:25])=[C:2]([CH2:26][CH2:47][CH2:48][C:49]([O:51][CH2:52][CH3:53])=[O:50])[CH:7]=[CH:6][CH:5]=3)[N:12]=2)[CH:18]=[CH:17][C:16]=1[O:19][CH:20]([CH3:22])[CH3:21], predict the reactants needed to synthesize it. The reactants are: Br[C:2]1[C:3]([CH2:24][CH3:25])=[C:4]([C:8]2[N:12]=[C:11]([C:13]3[CH:18]=[CH:17][C:16]([O:19][CH:20]([CH3:22])[CH3:21])=[C:15]([Cl:23])[CH:14]=3)[O:10][N:9]=2)[CH:5]=[CH:6][CH:7]=1.[C:26](P(C(C)(C)C)C(C)(C)C)(C)(C)C.C(=O)([O-])[O-].[Cs+].[Cs+].Br[Zn][CH2:47][CH2:48][C:49]([O:51][CH2:52][CH3:53])=[O:50]. (5) Given the product [Cl:8][C:4]1[CH:5]=[CH:6][CH:7]=[C:2]([Cl:1])[C:3]=1[NH:9][C:10]1[NH:11][C:12]2[C:18]3[CH2:19][C:20]([CH3:23])([CH3:22])[O:21][C:17]=3[C:16]([C:24]([NH:32][CH2:36][CH2:35][CH2:40][CH2:39][CH3:38])=[O:25])=[CH:15][C:13]=2[N:14]=1, predict the reactants needed to synthesize it. The reactants are: [Cl:1][C:2]1[CH:7]=[CH:6][CH:5]=[C:4]([Cl:8])[C:3]=1[NH:9][C:10]1[NH:11][C:12]2[C:18]3[CH2:19][C:20]([CH3:23])([CH3:22])[O:21][C:17]=3[C:16]([C:24](O)=[O:25])=[CH:15][C:13]=2[N:14]=1.F[B-](F)(F)F.[N:32]1(OC(N(C)C)=[N+](C)C)[C:36]2C=[CH:38][CH:39]=[CH:40][C:35]=2N=N1.CN1CCOCC1.C(N)CCCC. (6) Given the product [Cl:3][C:4]1[CH:19]=[CH:18][C:7]([CH2:8][N:9]2[CH2:13][CH2:12][N:11]([CH2:21][CH2:22][CH2:23][N:11]3[CH2:12][CH2:13][N:9]([CH2:8][C:7]4[CH:18]=[CH:19][C:4]([Cl:3])=[N:5][CH:6]=4)[C:10]3=[N:14][N+:15]([O-:17])=[O:16])[C:10]2=[N:14][N+:15]([O-:17])=[O:16])=[CH:6][N:5]=1, predict the reactants needed to synthesize it. The reactants are: [H-].[Na+].[Cl:3][C:4]1[CH:19]=[CH:18][C:7]([CH2:8][N:9]2[CH2:13][CH2:12][NH:11][C:10]2=[N:14][N+:15]([O-:17])=[O:16])=[CH:6][N:5]=1.I[CH2:21][CH2:22][CH2:23]I. (7) Given the product [CH2:1]([C:3]1[CH:4]=[CH:5][C:6]([CH:9]2[CH2:10][CH:11]([C:23]3[O:25][N:34]=[C:28]([O:29][CH2:30][CH2:31][O:32][CH3:33])[N:27]=3)[CH2:12][N:13]([C:15]([N:17]3[CH2:22][CH2:21][S:20][CH2:19][CH2:18]3)=[O:16])[CH2:14]2)=[CH:7][CH:8]=1)[CH3:2], predict the reactants needed to synthesize it. The reactants are: [CH2:1]([C:3]1[CH:8]=[CH:7][C:6]([CH:9]2[CH2:14][N:13]([C:15]([N:17]3[CH2:22][CH2:21][S:20][CH2:19][CH2:18]3)=[O:16])[CH2:12][CH:11]([C:23]([OH:25])=O)[CH2:10]2)=[CH:5][CH:4]=1)[CH3:2].O[NH:27][C:28](=[NH:34])[O:29][CH2:30][CH2:31][O:32][CH3:33].